This data is from Retrosynthesis with 50K atom-mapped reactions and 10 reaction types from USPTO. The task is: Predict the reactants needed to synthesize the given product. (1) Given the product O=C(c1ccncc1)c1ncc(Cl)cc1NS(=O)(=O)c1ccc(Cl)c(C(F)(F)F)c1, predict the reactants needed to synthesize it. The reactants are: O=S(=O)(Nc1cc(Cl)cnc1C(O)c1ccncc1)c1ccc(Cl)c(C(F)(F)F)c1. (2) Given the product COC(=O)N[C@H]1CN(Cc2ccccc2)C[C@@H]1NC(=O)CCC(F)(F)CCl, predict the reactants needed to synthesize it. The reactants are: COC(=O)N[C@H]1CN(Cc2ccccc2)C[C@@H]1N.O=C(O)CCC(F)(F)CCl. (3) Given the product CC(=O)Nc1ncc(CCc2ncc(C(C)(C)C)o2)s1, predict the reactants needed to synthesize it. The reactants are: CC(=O)Nc1ncc(/C=C/c2ncc(C(C)(C)C)o2)s1. (4) Given the product CCOC(=O)c1nc(-c2ccc(NC(=O)c3nc(Cl)c(CC)[nH]3)cc2)oc1CC, predict the reactants needed to synthesize it. The reactants are: CCOC(=O)c1nc(-c2ccc(N)cc2)oc1CC.CCc1[nH]c(C(=O)O)nc1Cl. (5) The reactants are: CCCN[C@H]1CCc2cccc(OC)c2C1.O=C(O)Cc1cccs1. Given the product CCCN(C(=O)Cc1cccs1)[C@H]1CCc2cccc(OC)c2C1, predict the reactants needed to synthesize it. (6) Given the product CNCCOc1ccc(Cn2ccc3cc(-c4cc(C(=O)NC5CC5)ccc4C)ccc3c2=O)cc1, predict the reactants needed to synthesize it. The reactants are: CN.Cc1ccc(C(=O)NC2CC2)cc1-c1ccc2c(=O)n(Cc3ccc(OCCCl)cc3)ccc2c1.